This data is from Reaction yield outcomes from USPTO patents with 853,638 reactions. The task is: Predict the reaction yield, written as a fraction of the theoretical maximum amount of product (1.0 means a 100% yield; for example, 0.34 means a 34% yield). The reactants are C[Li].Br[C:4]1[C:9]([CH3:10])=[CH:8][C:7]([NH:11][C:12](=[O:18])[O:13][C:14]([CH3:17])([CH3:16])[CH3:15])=[CH:6][C:5]=1[CH3:19].[Li]C(C)(C)C.[F:25][C:26]1[CH:42]=[CH:41][C:29]([CH2:30][C:31]2[CH:32]=[C:33]([CH:36]=[CH:37][C:38]=2[O:39][CH3:40])[CH:34]=[O:35])=[CH:28][CH:27]=1.[NH4+].[Cl-]. The catalyst is C(OCC)C.C1COCC1. The product is [F:25][C:26]1[CH:42]=[CH:41][C:29]([CH2:30][C:31]2[CH:32]=[C:33]([CH:34]([OH:35])[C:4]3[C:9]([CH3:10])=[CH:8][C:7]([NH:11][C:12](=[O:18])[O:13][C:14]([CH3:17])([CH3:16])[CH3:15])=[CH:6][C:5]=3[CH3:19])[CH:36]=[CH:37][C:38]=2[O:39][CH3:40])=[CH:28][CH:27]=1. The yield is 0.460.